Predict the product of the given reaction. From a dataset of Forward reaction prediction with 1.9M reactions from USPTO patents (1976-2016). (1) Given the reactants [F:1][C:2]1[CH:7]=[CH:6][C:5]([C@H:8]([NH:28][C:29](=[S:37])[NH:30][CH2:31][C:32]([O:34]CC)=O)[CH2:9][O:10][Si:11]([C:22]2[CH:27]=[CH:26][CH:25]=[CH:24][CH:23]=2)([C:16]2[CH:21]=[CH:20][CH:19]=[CH:18][CH:17]=2)[C:12]([CH3:15])([CH3:14])[CH3:13])=[CH:4][CH:3]=1.C(O[K])(C)(C)C.O, predict the reaction product. The product is: [Si:11]([O:10][CH2:9][C@@H:8]([N:28]1[C:32](=[O:34])[CH2:31][NH:30][C:29]1=[S:37])[C:5]1[CH:4]=[CH:3][C:2]([F:1])=[CH:7][CH:6]=1)([C:12]([CH3:15])([CH3:14])[CH3:13])([C:22]1[CH:27]=[CH:26][CH:25]=[CH:24][CH:23]=1)[C:16]1[CH:21]=[CH:20][CH:19]=[CH:18][CH:17]=1. (2) Given the reactants CCN(C(C)C)C(C)C.[CH2:10]([O:12][C:13]1[C:22]([O:23][CH3:24])=[CH:21][C:20]2[C:19]([C:25]3[CH:33]=[CH:32][C:28]([C:29](O)=[O:30])=[CH:27][CH:26]=3)=[N:18][C@@H:17]3[CH2:34][CH2:35][S:36][CH2:37][C@@H:16]3[C:15]=2[CH:14]=1)[CH3:11].Cl.[F:39][C:40]1[C:72]([F:73])=[C:71]([O:74][CH3:75])[CH:70]=[CH:69][C:41]=1[CH2:42][N:43]1[C:48]2[CH:49]=[C:50]([C:52]3[CH:57]=[CH:56][C:55]([F:58])=[CH:54][C:53]=3[O:59][CH3:60])[S:51][C:47]=2[C:46](=[O:61])[N:45]([CH:62]2[CH2:67][CH2:66][NH:65][CH2:64][CH2:63]2)[C:44]1=[O:68].CN(C(ON1N=NC2C=CC=CC1=2)=[N+](C)C)C.F[P-](F)(F)(F)(F)F.C(=O)(O)[O-].[Na+], predict the reaction product. The product is: [F:39][C:40]1[C:72]([F:73])=[C:71]([O:74][CH3:75])[CH:70]=[CH:69][C:41]=1[CH2:42][N:43]1[C:48]2[CH:49]=[C:50]([C:52]3[CH:57]=[CH:56][C:55]([F:58])=[CH:54][C:53]=3[O:59][CH3:60])[S:51][C:47]=2[C:46](=[O:61])[N:45]([CH:62]2[CH2:63][CH2:64][N:65]([C:29]([C:28]3[CH:32]=[CH:33][C:25]([C:19]4[C:20]5[CH:21]=[C:22]([O:23][CH3:24])[C:13]([O:12][CH2:10][CH3:11])=[CH:14][C:15]=5[C@H:16]5[CH2:37][S:36][CH2:35][CH2:34][C@H:17]5[N:18]=4)=[CH:26][CH:27]=3)=[O:30])[CH2:66][CH2:67]2)[C:44]1=[O:68]. (3) Given the reactants [Br:1][C:2]1[CH:3]=[C:4]([N:10](C)[C:11](=O)OC(C)(C)C)[C:5](=[O:9])[N:6]([CH3:8])[CH:7]=1.Cl.O1CCOCC1, predict the reaction product. The product is: [Br:1][C:2]1[CH:3]=[C:4]([NH:10][CH3:11])[C:5](=[O:9])[N:6]([CH3:8])[CH:7]=1. (4) The product is: [F:10][C:11]1[CH:16]=[CH:15][C:14]([NH:17][C:7]([C:5]2[S:6][C:2]([Br:1])=[CH:3][CH:4]=2)=[O:8])=[CH:13][C:12]=1[N+:18]([O-:20])=[O:19]. Given the reactants [Br:1][C:2]1[S:6][C:5]([C:7](Cl)=[O:8])=[CH:4][CH:3]=1.[F:10][C:11]1[CH:16]=[CH:15][C:14]([NH2:17])=[CH:13][C:12]=1[N+:18]([O-:20])=[O:19].CCN(C(C)C)C(C)C.O, predict the reaction product. (5) Given the reactants Br[C:2]1[C:11]2[CH2:10][CH2:9][CH2:8][CH:7]([OH:12])[C:6]=2[CH:5]=[N:4][CH:3]=1.[F:13][C:14]([F:25])([F:24])[C:15]1[CH:20]=[CH:19][C:18](B(O)O)=[CH:17][CH:16]=1, predict the reaction product. The product is: [F:13][C:14]([F:25])([F:24])[C:15]1[CH:20]=[CH:19][C:18]([C:2]2[C:11]3[CH2:10][CH2:9][CH2:8][CH:7]([OH:12])[C:6]=3[CH:5]=[N:4][CH:3]=2)=[CH:17][CH:16]=1.